From a dataset of Forward reaction prediction with 1.9M reactions from USPTO patents (1976-2016). Predict the product of the given reaction. (1) Given the reactants [CH3:1][N:2]1[CH2:16][CH2:15][C:5]2[NH:6][C:7]3[CH:8]=[CH:9][C:10]([CH2:13][OH:14])=[CH:11][C:12]=3[C:4]=2[CH2:3]1.[CH:17]([C:19]1[CH:20]=[CH:21][C:22]([C:25]([OH:27])=[O:26])=[N:23][CH:24]=1)=[CH2:18].[OH-].[K+], predict the reaction product. The product is: [OH:14][CH2:13][C:10]1[CH:9]=[CH:8][C:7]2[N:6]([CH2:18][CH2:17][C:19]3[CH:20]=[CH:21][C:22]([C:25]([OH:27])=[O:26])=[N:23][CH:24]=3)[C:5]3[CH2:15][CH2:16][N:2]([CH3:1])[CH2:3][C:4]=3[C:12]=2[CH:11]=1. (2) Given the reactants [CH3:1][O:2][C:3](=[O:14])[CH2:4][C:5]1[CH:10]=[CH:9][C:8]([Cl:11])=[C:7]([O:12][CH3:13])[CH:6]=1.[Li][CH2:16]CCC.C(NC(C)C)(C)C.CI, predict the reaction product. The product is: [Cl:11][C:8]1[CH:9]=[CH:10][C:5]([CH:4]([CH3:16])[C:3]([O:2][CH3:1])=[O:14])=[CH:6][C:7]=1[O:12][CH3:13].